Dataset: Forward reaction prediction with 1.9M reactions from USPTO patents (1976-2016). Task: Predict the product of the given reaction. (1) Given the reactants Cl[C:2]1[CH:11]=[CH:10][C:9]2[C:8]([C:12]([NH:14][CH2:15][C:16]34[CH2:25][CH:20]5[CH2:21][CH:22]([CH2:24][CH:18]([CH2:19]5)[CH2:17]3)[CH2:23]4)=[O:13])=[C:7]([Cl:26])[CH:6]=[CH:5][C:4]=2[N:3]=1.[C@H:27]12[CH:32]([C:33]([O:35]C(C)(C)C)=[O:34])[C@H:31]1[CH2:30][NH:29][CH2:28]2, predict the reaction product. The product is: [Cl:26][C:7]1[C:8]([C:12]([NH:14][CH2:15][C:16]23[CH2:23][CH:22]4[CH2:21][CH:20]([CH2:19][CH:18]([CH2:24]4)[CH2:17]2)[CH2:25]3)=[O:13])=[C:9]2[C:4](=[CH:5][CH:6]=1)[N:3]=[C:2]([N:29]1[CH2:30][C@H:31]3[C@H:27]([CH:32]3[C:33]([OH:35])=[O:34])[CH2:28]1)[CH:11]=[CH:10]2. (2) Given the reactants [CH:1]1([NH2:6])[CH2:5][CH2:4][CH2:3][CH2:2]1.CCN(C(C)C)C(C)C.[Cl:16][C:17]1[N:22]=[C:21](Cl)[CH:20]=[C:19]([CH:24]2[CH2:28][CH2:27][CH2:26][CH2:25]2)[N:18]=1, predict the reaction product. The product is: [Cl:16][C:17]1[N:22]=[C:21]([NH:6][CH:1]2[CH2:5][CH2:4][CH2:3][CH2:2]2)[CH:20]=[C:19]([CH:24]2[CH2:28][CH2:27][CH2:26][CH2:25]2)[N:18]=1. (3) Given the reactants [CH3:1][O:2][C:3]([NH:5][C@H:6]([C:10]([N:12]1[CH2:16][C@@H:15]([CH3:17])[CH2:14][C@H:13]1[C:18]1[NH:22][C:21]2[C:23]3[C:28]([CH:29]=[CH:30][C:20]=2[N:19]=1)=[CH:27][C:26]1[C:31]2[C:36]([CH2:37][O:38][C:25]=1[CH:24]=3)=[CH:35][C:34]([C:39]1[NH:43][C:42]([C@@H:44]3[CH2:48][CH2:47][CH2:46][N:45]3C(OC(C)(C)C)=O)=[N:41][CH:40]=1)=[CH:33][CH:32]=2)=[O:11])[CH:7]([CH3:9])[CH3:8])=[O:4].Cl.[CH3:57][O:58][C:59]([NH:61][C@H:62]([C:66]1[CH:71]=[CH:70][CH:69]=[CH:68][CH:67]=1)[C:63]([OH:65])=O)=[O:60].C[CH2:73][O:74]C(C(C#N)=NOC(N1CCOCC1)=[N+](C)C)=O.F[P-](F)(F)(F)(F)F.C(N(C(C)C)CC)(C)C, predict the reaction product. The product is: [CH3:1][O:2][C:3]([NH:5][C@@H:6]([CH:7]([CH3:9])[CH3:8])[C:10]([N:12]1[CH2:16][C@@H:15]([CH2:17][O:74][CH3:73])[CH2:14][C@H:13]1[C:18]1[NH:22][C:21]2[C:23]3[C:28]([CH:29]=[CH:30][C:20]=2[N:19]=1)=[CH:27][C:26]1[C:31]2[C:36]([CH2:37][O:38][C:25]=1[CH:24]=3)=[CH:35][C:34]([C:39]1[NH:43][C:42]([C@@H:44]3[CH2:48][CH2:47][CH2:46][N:45]3[C:63](=[O:65])[C@H:62]([NH:61][C:59](=[O:60])[O:58][CH3:57])[C:66]3[CH:71]=[CH:70][CH:69]=[CH:68][CH:67]=3)=[N:41][CH:40]=1)=[CH:33][CH:32]=2)=[O:11])=[O:4].